This data is from Forward reaction prediction with 1.9M reactions from USPTO patents (1976-2016). The task is: Predict the product of the given reaction. (1) Given the reactants [C:1]1([CH3:9])[CH:6]=[CH:5][CH:4]=[CH:3][C:2]=1[Mg]Cl.[Cl:10][C:11]1[CH:23]=[CH:22][C:14]([C:15]([N:17]([CH2:20][CH3:21])[CH2:18][CH3:19])=[O:16])=[CH:13][N:12]=1.CO.ClC1C(=O)C(C#N)=C(C#N)C(=O)C=1Cl, predict the reaction product. The product is: [Cl:10][C:11]1[CH:23]=[C:22]([C:2]2[CH:3]=[CH:4][CH:5]=[CH:6][C:1]=2[CH3:9])[C:14]([C:15]([N:17]([CH2:18][CH3:19])[CH2:20][CH3:21])=[O:16])=[CH:13][N:12]=1. (2) Given the reactants [Cl:1][C:2]1[CH:3]=[C:4]2[C:9](=[CH:10][C:11]=1[O:12][C:13]1[CH:18]=[CH:17][C:16]([C:19](=[O:31])[NH:20][CH:21]3[CH2:24][CH:23]([C:25]4[CH:30]=[CH:29][CH:28]=[CH:27][CH:26]=4)[CH2:22]3)=[CH:15][CH:14]=1)[O:8][CH2:7][CH2:6][CH:5]2[C:32]([OH:34])=[O:33].C[O-].[Na+:37], predict the reaction product. The product is: [Cl:1][C:2]1[CH:3]=[C:4]2[C:9](=[CH:10][C:11]=1[O:12][C:13]1[CH:14]=[CH:15][C:16]([C:19](=[O:31])[NH:20][CH:21]3[CH2:22][CH:23]([C:25]4[CH:30]=[CH:29][CH:28]=[CH:27][CH:26]=4)[CH2:24]3)=[CH:17][CH:18]=1)[O:8][CH2:7][CH2:6][CH:5]2[C:32]([O-:34])=[O:33].[Na+:37]. (3) The product is: [CH:18]1[C:19]2[CH:20]([O:22][C:23](=[O:104])[N:24]([CH3:103])[C@@H:25]([CH:100]([CH3:101])[CH3:102])[C:26]([NH:28][C@@H:29]([CH3:99])[C:30]([NH:32][C:33]3[CH:38]=[CH:37][C:36]([C:39]4[CH2:40][CH:41]5[CH:47]=[N:46][C:45]6[CH:57]=[C:58]([O:63][CH2:64][CH2:65][CH2:66][O:67][C:68]7[C:69]([O:95][CH3:96])=[CH:70][C:71]8[C:77](=[O:78])[N:76]9[CH:79]=[C:80]([CH:82]%10[CH2:84][CH2:83]%10)[CH2:81][CH:75]9[CH:74]=[N:73][C:72]=8[CH:94]=7)[C:59]([O:61][CH3:62])=[CH:60][C:44]=6[C:43](=[O:97])[N:42]5[CH:98]=4)=[CH:35][CH:34]=3)=[O:31])=[O:27])[C:21]3[C:13](=[CH:12][CH:11]=[CH:10][CH:9]=3)[C:14]=2[CH:15]=[CH:16][CH:17]=1. Given the reactants [Li+].[B-](CC)(CC)CC.[CH:9]1[C:21]2[CH:20]([O:22][C:23](=[O:104])[N:24]([CH3:103])[C@@H:25]([CH:100]([CH3:102])[CH3:101])[C:26]([NH:28][C@@H:29]([CH3:99])[C:30]([NH:32][C:33]3[CH:38]=[CH:37][C:36]([C:39]4[CH2:40][CH:41]5[C:47](=O)[N:46](COCC[Si](C)(C)C)[C:45]6[CH:57]=[C:58]([O:63][CH2:64][CH2:65][CH2:66][O:67][C:68]7[C:69]([O:95][CH3:96])=[CH:70][C:71]8[C:77](=[O:78])[N:76]9[CH:79]=[C:80]([CH:82]%10[CH2:84][CH2:83]%10)[CH2:81][CH:75]9[C:74](=O)[N:73](COCC[Si](C)(C)C)[C:72]=8[CH:94]=7)[C:59]([O:61][CH3:62])=[CH:60][C:44]=6[C:43](=[O:97])[N:42]5[CH:98]=4)=[CH:35][CH:34]=3)=[O:31])=[O:27])[C:19]3[C:14](=[CH:15][CH:16]=[CH:17][CH:18]=3)[C:13]=2[CH:12]=[CH:11][CH:10]=1, predict the reaction product. (4) Given the reactants [Cl:1][C:2]1[N:7]=[CH:6][C:5]([OH:8])=[C:4]([CH3:9])[CH:3]=1.FC(F)(F)S(O[CH2:16][C:17]([F:20])([F:19])[CH3:18])(=O)=O, predict the reaction product. The product is: [Cl:1][C:2]1[CH:3]=[C:4]([CH3:9])[C:5]([O:8][CH2:16][C:17]([F:20])([F:19])[CH3:18])=[CH:6][N:7]=1. (5) Given the reactants [C:1]1([CH2:7][O:8][C:9](=[O:24])[N:10]([CH2:12][C:13]([NH:15][C:16]2[C:17]([NH2:23])=[N:18][CH:19]=[C:20]([Br:22])[CH:21]=2)=O)[CH3:11])[CH:6]=[CH:5][CH:4]=[CH:3][CH:2]=1, predict the reaction product. The product is: [C:1]1([CH2:7][O:8][C:9](=[O:24])[N:10]([CH2:12][C:13]2[NH:15][C:16]3[C:17]([N:23]=2)=[N:18][CH:19]=[C:20]([Br:22])[CH:21]=3)[CH3:11])[CH:6]=[CH:5][CH:4]=[CH:3][CH:2]=1.